From a dataset of Forward reaction prediction with 1.9M reactions from USPTO patents (1976-2016). Predict the product of the given reaction. The product is: [ClH:1].[F:2][C:3]1[CH:4]=[C:5]([C:10]2[C:18]3[C:13](=[CH:14][C:15]([O:19][CH2:20][CH2:21][CH:22]4[CH2:27][CH2:26][N:25]([CH3:37])[CH2:24][CH2:23]4)=[CH:16][CH:17]=3)[C:12](=[O:28])[C:11]=2[C:29]2[CH:30]=[N:31][CH:32]=[CH:33][CH:34]=2)[CH:6]=[C:7]([F:9])[CH:8]=1. Given the reactants [ClH:1].[F:2][C:3]1[CH:4]=[C:5]([C:10]2[C:18]3[C:13](=[CH:14][C:15]([O:19][CH2:20][CH2:21][CH:22]4[CH2:27][CH2:26][NH:25][CH2:24][CH2:23]4)=[CH:16][CH:17]=3)[C:12](=[O:28])[C:11]=2[C:29]2[CH:30]=[N:31][CH:32]=[CH:33][CH:34]=2)[CH:6]=[C:7]([F:9])[CH:8]=1.C=O.[C:37](O[BH-](OC(=O)C)OC(=O)C)(=O)C.[Na+], predict the reaction product.